This data is from Catalyst prediction with 721,799 reactions and 888 catalyst types from USPTO. The task is: Predict which catalyst facilitates the given reaction. (1) Reactant: [N:1]1[C:8]([Cl:9])=[N:7][C:5]([Cl:6])=[N:4][C:2]=1Cl.[NH2:10][C:11]1[C:12]([C:23]([NH2:25])=[O:24])=[N:13][C:14]([CH:17]2[CH2:22][CH2:21][NH:20][CH2:19][CH2:18]2)=[CH:15][CH:16]=1.CCN(C(C)C)C(C)C.CO. Product: [NH2:10][C:11]1[C:12]([C:23]([NH2:25])=[O:24])=[N:13][C:14]([CH:17]2[CH2:22][CH2:21][N:20]([C:2]3[N:1]=[C:8]([Cl:9])[N:7]=[C:5]([Cl:6])[N:4]=3)[CH2:19][CH2:18]2)=[CH:15][CH:16]=1. The catalyst class is: 1. (2) Product: [CH2:21]([O:11][C:10](=[O:12])[CH2:9][C:4]1[CH:5]=[CH:6][C:7]([F:8])=[C:2]([F:1])[CH:3]=1)[CH:20]=[CH2:19]. The catalyst class is: 9. Reactant: [F:1][C:2]1[CH:3]=[C:4]([CH2:9][C:10]([OH:12])=[O:11])[CH:5]=[CH:6][C:7]=1[F:8].C(=O)([O-])[O-].[K+].[K+].[CH2:19](Br)[CH:20]=[CH2:21].O. (3) Reactant: C[O:2][C:3](=[O:36])[CH:4]([O:33][CH2:34][CH3:35])[CH2:5][C:6]1[CH:11]=[CH:10][CH:9]=[C:8]([CH2:12][CH2:13][N:14]([CH2:26][CH2:27][CH2:28][CH2:29][CH2:30][CH2:31][CH3:32])[C:15]([NH:17][C:18]2[CH:23]=[CH:22][C:21]([F:24])=[CH:20][C:19]=2[F:25])=[O:16])[CH:7]=1.[Li+].[OH-]. Product: [F:25][C:19]1[CH:20]=[C:21]([F:24])[CH:22]=[CH:23][C:18]=1[NH:17][C:15](=[O:16])[N:14]([CH2:13][CH2:12][C:8]1[CH:7]=[C:6]([CH2:5][CH:4]([O:33][CH2:34][CH3:35])[C:3]([OH:36])=[O:2])[CH:11]=[CH:10][CH:9]=1)[CH2:26][CH2:27][CH2:28][CH2:29][CH2:30][CH2:31][CH3:32]. The catalyst class is: 7. (4) The catalyst class is: 363. Reactant: Br[C:2]1[CH:32]=[CH:31][C:5]([CH2:6][O:7][C:8]2[CH:13]=[CH:12][C:11]([C@@H:14]3[C@@H:17]([CH2:18][CH2:19][C:20](Cl)=[O:21])[C:16](=[O:23])[N:15]3[C:24]3[CH:29]=[CH:28][C:27]([F:30])=[CH:26][CH:25]=3)=[CH:10][CH:9]=2)=[CH:4][CH:3]=1.Cl.[CH3:34][O:35][NH:36][CH3:37].C(N(CC)CC)C. Product: [CH2:6]([O:7][C:8]1[CH:13]=[CH:12][C:11]([C@@H:14]2[C@@H:17]([CH2:18][CH2:19][C:20]([N:36]([O:35][CH3:34])[CH3:37])=[O:21])[C:16](=[O:23])[N:15]2[C:24]2[CH:29]=[CH:28][C:27]([F:30])=[CH:26][CH:25]=2)=[CH:10][CH:9]=1)[C:5]1[CH:31]=[CH:32][CH:2]=[CH:3][CH:4]=1. (5) Reactant: [CH3:1][C:2]([O:5][C:6]([NH:8][C@H:9]([CH2:13][CH3:14])[C:10]([OH:12])=O)=[O:7])([CH3:4])[CH3:3].CN(C)C=O.CN(C(ON1N=NC2C=CC=CC1=2)=[N+](C)C)C.[B-](F)(F)(F)F.[CH3:42][C:43]1([CH3:60])[C:47]2[C:48]([O:52][C:53]3[N:58]=[CH:57][C:56]([NH2:59])=[CH:55][N:54]=3)=[CH:49][CH:50]=[CH:51][C:46]=2[O:45][CH2:44]1. Product: [CH3:42][C:43]1([CH3:60])[C:47]2[C:48]([O:52][C:53]3[N:54]=[CH:55][C:56]([NH:59][C:10]([C@H:9]([NH:8][C:6](=[O:7])[O:5][C:2]([CH3:1])([CH3:3])[CH3:4])[CH2:13][CH3:14])=[O:12])=[CH:57][N:58]=3)=[CH:49][CH:50]=[CH:51][C:46]=2[O:45][CH2:44]1. The catalyst class is: 13.